From a dataset of Reaction yield outcomes from USPTO patents with 853,638 reactions. Predict the reaction yield, written as a fraction of the theoretical maximum amount of product (1.0 means a 100% yield; for example, 0.34 means a 34% yield). The reactants are [C:1]([OH:6])(=[O:5])[C:2]([CH3:4])=[CH2:3].[C:7]([O:12][CH2:13][CH2:14][CH2:15][CH3:16])(=[O:11])[C:8]([CH3:10])=[CH2:9].C(O)(C)C.CC(N=NC(C#N)(C)C)(C#N)C. The catalyst is CC(C)=O. The product is [C:7]([O:12][CH2:13][CH2:14][CH2:15][CH3:16])(=[O:11])[C:8]([CH3:10])=[CH2:9].[C:1]([OH:6])(=[O:5])[C:2]([CH3:4])=[CH2:3]. The yield is 0.470.